This data is from Reaction yield outcomes from USPTO patents with 853,638 reactions. The task is: Predict the reaction yield, written as a fraction of the theoretical maximum amount of product (1.0 means a 100% yield; for example, 0.34 means a 34% yield). (1) The reactants are [Cl:1][C:2]1[CH:7]=[CH:6][C:5]([C:8]2[S:12][C:11]([C:13]([OH:15])=O)=[N:10][C:9]=2[C:16]2[CH:21]=[CH:20][C:19]([Cl:22])=[CH:18][C:17]=2[Cl:23])=[CH:4][CH:3]=1.C(N(C(C)C)CC)(C)C.F[P-](F)(F)(F)(F)F.N1(OC(N(C)C)=[N+](C)C)C2C=CC=CC=2N=N1.[C:57]([O:61][NH2:62])([CH3:60])([CH3:59])[CH3:58].Cl. The catalyst is C(#N)C.C(OCC)(=O)C. The product is [C:57]([O:61][NH:62][C:13]([C:11]1[S:12][C:8]([C:5]2[CH:6]=[CH:7][C:2]([Cl:1])=[CH:3][CH:4]=2)=[C:9]([C:16]2[CH:21]=[CH:20][C:19]([Cl:22])=[CH:18][C:17]=2[Cl:23])[N:10]=1)=[O:15])([CH3:60])([CH3:59])[CH3:58]. The yield is 0.510. (2) The reactants are C(N(CC)CC)C.[F:8]N1N=C(F)C=C(F)N1.[Cl:17][C:18]1[CH:26]=[CH:25][C:21]([C:22](O)=[O:23])=[C:20]([NH:27][CH2:28][C:29]2[CH:34]=[CH:33][CH:32]=[CH:31][N:30]=2)[N:19]=1. The catalyst is ClCCl. The product is [Cl:17][C:18]1[CH:26]=[CH:25][C:21]([C:22]([F:8])=[O:23])=[C:20]([NH:27][CH2:28][C:29]2[CH:34]=[CH:33][CH:32]=[CH:31][N:30]=2)[N:19]=1. The yield is 0.920. (3) The reactants are [Cl:1][C:2]1[CH:7]=[CH:6][C:5]([C:8]2[C:17]3[C:12](=[CH:13][CH:14]=[C:15]([C:18]([OH:20])=O)[CH:16]=3)[CH:11]=[N:10][CH:9]=2)=[CH:4][CH:3]=1.F[B-](F)(F)F.N1(OC(N(C)C)=[N+](C)C)C2C=CC=CC=2N=N1.C(N(CC)C(C)C)(C)C.[CH3:52][N:53]1[CH2:58][CH2:57][NH:56][CH2:55][CH2:54]1. The catalyst is CN(C)C=O. The product is [Cl:1][C:2]1[CH:3]=[CH:4][C:5]([C:8]2[C:17]3[C:12](=[CH:13][CH:14]=[C:15]([C:18]([N:56]4[CH2:57][CH2:58][N:53]([CH3:52])[CH2:54][CH2:55]4)=[O:20])[CH:16]=3)[CH:11]=[N:10][CH:9]=2)=[CH:6][CH:7]=1. The yield is 0.420. (4) The reactants are [Cl:1][C:2]1[CH:7]=[CH:6][C:5]([C@@H:8]([C:22]2[CH:27]=[CH:26][CH:25]=[CH:24][N:23]=2)[O:9][CH:10]2[CH2:15][CH2:14][N:13]([CH2:16][CH2:17][CH2:18][C:19]([OH:21])=[O:20])[CH2:12][CH2:11]2)=[CH:4][CH:3]=1.[C:28]([OH:36])(=[O:35])[C:29]1[CH:34]=[CH:33][CH:32]=[CH:31][CH:30]=1. The catalyst is CC(C)=O. The product is [C:28]([OH:36])(=[O:35])[C:29]1[CH:34]=[CH:33][CH:32]=[CH:31][CH:30]=1.[Cl:1][C:2]1[CH:3]=[CH:4][C:5]([C@@H:8]([C:22]2[CH:27]=[CH:26][CH:25]=[CH:24][N:23]=2)[O:9][CH:10]2[CH2:15][CH2:14][N:13]([CH2:16][CH2:17][CH2:18][C:19]([OH:21])=[O:20])[CH2:12][CH2:11]2)=[CH:6][CH:7]=1. The yield is 0.728. (5) The reactants are [CH:1]1[C:13]2[C:12]3[O:11][C:10]4[CH:14]=[CH:15][CH:16]=[CH:17][C:9]=4[C:8]=3[CH:7]=[CH:6][C:5]=2[CH:4]=[CH:3][CH:2]=1.[Br:18]N1C(=O)CCC1=O. The catalyst is CN(C)C=O.O. The product is [Br:18][C:6]1[C:5]2[CH:4]=[CH:3][CH:2]=[CH:1][C:13]=2[C:12]2[O:11][C:10]3[CH:14]=[CH:15][CH:16]=[CH:17][C:9]=3[C:8]=2[CH:7]=1. The yield is 0.820.